This data is from Full USPTO retrosynthesis dataset with 1.9M reactions from patents (1976-2016). The task is: Predict the reactants needed to synthesize the given product. (1) Given the product [C:12]([N:9]([CH3:8])[O:10][CH3:11])(=[O:19])[C:13]1[CH:18]=[CH:17][CH:16]=[CH:15][CH:14]=1, predict the reactants needed to synthesize it. The reactants are: N1C=CC=CC=1.Cl.[CH3:8][NH:9][O:10][CH3:11].[C:12](Cl)(=[O:19])[C:13]1[CH:18]=[CH:17][CH:16]=[CH:15][CH:14]=1.O. (2) Given the product [O:10]=[C:9]1[C:11]2[CH:12]=[CH:13][C:14]3[N:15]([CH2:29][CH2:30][NH:31][S:32]([C:35]4[CH:40]=[CH:39][CH:38]=[CH:37][C:36]=4[N+:41]([O-:43])=[O:42])(=[O:34])=[O:33])[C:16]4[CH:17]=[CH:18][C:19]5[C:24](=[O:28])[CH2:25][CH2:26][C:20]=5[C:21]=4[C:22]=3[C:23]=2[CH2:7][CH2:8]1, predict the reactants needed to synthesize it. The reactants are: S(=O)(=O)(O)O.Cl[CH2:7][CH2:8][C:9]([C:11]1[CH:12]=[CH:13][C:14]2[N:15]([CH2:29][CH2:30][NH:31][S:32]([C:35]3[CH:40]=[CH:39][CH:38]=[CH:37][C:36]=3[N+:41]([O-:43])=[O:42])(=[O:34])=[O:33])[C:16]3[C:21]([C:22]=2[CH:23]=1)=[CH:20][C:19]([C:24](=[O:28])[CH2:25][CH2:26]Cl)=[CH:18][CH:17]=3)=[O:10].